Regression. Given two drug SMILES strings and cell line genomic features, predict the synergy score measuring deviation from expected non-interaction effect. From a dataset of NCI-60 drug combinations with 297,098 pairs across 59 cell lines. Drug 2: CC1=C(C=C(C=C1)NC(=O)C2=CC=C(C=C2)CN3CCN(CC3)C)NC4=NC=CC(=N4)C5=CN=CC=C5. Drug 1: C1=NC2=C(N1)C(=S)N=C(N2)N. Synergy scores: CSS=-0.444, Synergy_ZIP=-1.43, Synergy_Bliss=0.328, Synergy_Loewe=-5.37, Synergy_HSA=-2.18. Cell line: SK-MEL-28.